From a dataset of NCI-60 drug combinations with 297,098 pairs across 59 cell lines. Regression. Given two drug SMILES strings and cell line genomic features, predict the synergy score measuring deviation from expected non-interaction effect. (1) Drug 1: C1=CC(=CC=C1CCC2=CNC3=C2C(=O)NC(=N3)N)C(=O)NC(CCC(=O)O)C(=O)O. Drug 2: CCCCCOC(=O)NC1=NC(=O)N(C=C1F)C2C(C(C(O2)C)O)O. Cell line: HCC-2998. Synergy scores: CSS=43.0, Synergy_ZIP=-0.506, Synergy_Bliss=1.60, Synergy_Loewe=-0.150, Synergy_HSA=4.85. (2) Drug 1: C1=CC(=C2C(=C1NCCNCCO)C(=O)C3=C(C=CC(=C3C2=O)O)O)NCCNCCO. Drug 2: CC12CCC3C(C1CCC2O)C(CC4=C3C=CC(=C4)O)CCCCCCCCCS(=O)CCCC(C(F)(F)F)(F)F. Cell line: HCT116. Synergy scores: CSS=54.9, Synergy_ZIP=7.10, Synergy_Bliss=5.29, Synergy_Loewe=-15.3, Synergy_HSA=6.81. (3) Drug 1: CNC(=O)C1=NC=CC(=C1)OC2=CC=C(C=C2)NC(=O)NC3=CC(=C(C=C3)Cl)C(F)(F)F. Drug 2: CC1C(C(CC(O1)OC2CC(CC3=C2C(=C4C(=C3O)C(=O)C5=CC=CC=C5C4=O)O)(C(=O)C)O)N)O. Cell line: NCIH23. Synergy scores: CSS=60.6, Synergy_ZIP=5.69, Synergy_Bliss=7.45, Synergy_Loewe=-3.15, Synergy_HSA=9.59.